This data is from Full USPTO retrosynthesis dataset with 1.9M reactions from patents (1976-2016). The task is: Predict the reactants needed to synthesize the given product. (1) Given the product [ClH:43].[C:1]([N:4]1[CH2:5][CH2:6][N:7]([C:10]2[CH:11]=[CH:12][C:13]([C:16](=[O:30])/[CH:17]=[CH:18]/[C:19]3[CH:20]=[CH:21][C:22](/[CH:25]=[CH:26]/[C:27]([NH:39][OH:40])=[O:29])=[CH:23][CH:24]=3)=[CH:14][CH:15]=2)[CH2:8][CH2:9]1)(=[O:3])[CH3:2], predict the reactants needed to synthesize it. The reactants are: [C:1]([N:4]1[CH2:9][CH2:8][N:7]([C:10]2[CH:15]=[CH:14][C:13]([C:16](=[O:30])/[CH:17]=[CH:18]/[C:19]3[CH:24]=[CH:23][C:22](/[CH:25]=[CH:26]/[C:27]([OH:29])=O)=[CH:21][CH:20]=3)=[CH:12][CH:11]=2)[CH2:6][CH2:5]1)(=[O:3])[CH3:2].C1C=CC2[N:39]([OH:40])N=NC=2C=1.C(Cl)C[Cl:43].NOC1CCCCO1. (2) Given the product [C:13]([C:16]1[CH:17]=[CH:18][C:19]([O:20][C@@H:21]2[CH2:26][CH2:25][C@H:24]([N:27]3[C:32](=[O:33])[C:31]([CH2:34][C:35]4[CH:40]=[CH:39][C:38]([C:41]5[CH:46]=[CH:45][CH:44]=[CH:43][C:42]=5[C:47]5[NH:3][C:4](=[O:7])[O:5][N:48]=5)=[CH:37][CH:36]=4)=[C:30]([CH2:49][CH2:50][CH3:51])[N:29]4[N:52]=[CH:53][N:54]=[C:28]34)[CH2:23][CH2:22]2)=[CH:55][CH:56]=1)(=[O:15])[CH3:14], predict the reactants needed to synthesize it. The reactants are: [Cl-].O[NH3+:3].[C:4](=[O:7])([O-])[OH:5].[Na+].CS(C)=O.[C:13]([C:16]1[CH:56]=[CH:55][C:19]([O:20][C@@H:21]2[CH2:26][CH2:25][C@H:24]([N:27]3[C:32](=[O:33])[C:31]([CH2:34][C:35]4[CH:40]=[CH:39][C:38]([C:41]5[C:42]([C:47]#[N:48])=[CH:43][CH:44]=[CH:45][CH:46]=5)=[CH:37][CH:36]=4)=[C:30]([CH2:49][CH2:50][CH3:51])[N:29]4[N:52]=[CH:53][N:54]=[C:28]34)[CH2:23][CH2:22]2)=[CH:18][CH:17]=1)(=[O:15])[CH3:14]. (3) Given the product [F:38][C:30]1[C:29]([O:28][C:19]2[C:18]3[C:23](=[CH:24][C:25]([O:26][CH3:27])=[C:16]([O:15][CH2:14][CH:11]4[CH2:12][CH2:13][NH:8][CH2:9][CH2:10]4)[CH:17]=3)[N:22]=[CH:21][N:20]=2)=[CH:37][CH:36]=[C:35]2[C:31]=1[CH:32]=[CH:33][NH:34]2, predict the reactants needed to synthesize it. The reactants are: C(OC([N:8]1[CH2:13][CH2:12][CH:11]([CH2:14][O:15][C:16]2[CH:17]=[C:18]3[C:23](=[CH:24][C:25]=2[O:26][CH3:27])[N:22]=[CH:21][N:20]=[C:19]3[O:28][C:29]2[C:30]([F:38])=[C:31]3[C:35](=[CH:36][CH:37]=2)[NH:34][CH:33]=[CH:32]3)[CH2:10][CH2:9]1)=O)(C)(C)C.Cl. (4) Given the product [C:1]([C:5]1[N:10]=[CH:9][N:8]=[C:7]([N:11]2[CH:16]([OH:17])[CH2:15][N:13]([CH3:14])[C:12]2=[O:21])[CH:6]=1)([CH3:4])([CH3:3])[CH3:2], predict the reactants needed to synthesize it. The reactants are: [C:1]([C:5]1[N:10]=[CH:9][N:8]=[C:7]([NH:11][C:12](=[O:21])[N:13]([CH2:15][CH:16](OC)[O:17]C)[CH3:14])[CH:6]=1)([CH3:4])([CH3:3])[CH3:2].O. (5) Given the product [CH2:12]([O:11][C:9](=[O:10])[CH2:8][C:5]1[CH:4]=[CH:3][C:2]([NH2:1])=[C:7]([Br:14])[CH:6]=1)[CH3:13], predict the reactants needed to synthesize it. The reactants are: [NH2:1][C:2]1[CH:7]=[CH:6][C:5]([CH2:8][C:9]([O:11][CH2:12][CH3:13])=[O:10])=[CH:4][CH:3]=1.[Br:14]N1C(=O)CCC1=O. (6) Given the product [C:1]([OH:26])(=[O:25])[CH2:2][CH2:3][CH2:4][CH2:5][CH2:6][CH2:7][CH2:8][CH2:9][CH2:10][CH2:11][CH2:12][CH2:13][CH2:14][CH2:15][CH2:16][CH2:17][CH2:18][CH2:19][CH2:20][CH2:21][CH3:22], predict the reactants needed to synthesize it. The reactants are: [C:1]([OH:26])(=[O:25])[CH2:2][CH2:3][CH2:4][CH2:5][CH2:6][CH2:7][CH2:8][CH2:9][CH2:10][CH2:11][CH2:12][CH2:13][CH2:14][CH2:15][CH2:16][CH2:17][CH2:18][CH2:19][CH2:20][CH2:21][CH2:22]CC.C(O)(=O)CCCCCCCCCCCCCCCCCCC.